From a dataset of Catalyst prediction with 721,799 reactions and 888 catalyst types from USPTO. Predict which catalyst facilitates the given reaction. (1) Reactant: Br[CH2:2][C:3]1[CH:8]=[C:7]([F:9])[CH:6]=[CH:5][C:4]=1[Cl:10].[Na+].[I-].[C:13]([S-:15])#[N:14].[K+]. Product: [Cl:10][C:4]1[CH:5]=[CH:6][C:7]([F:9])=[CH:8][C:3]=1[CH2:2][N:14]=[C:13]=[S:15]. The catalyst class is: 18. (2) Reactant: ONC(=O)C1C=CC(OCC[N:13]2[C:19](=[O:20])[C:18]3[CH:21]=[CH:22][CH:23]=[N:24][C:17]=3[O:16][C:15]3[CH:25]=[CH:26][CH:27]=[CH:28][C:14]2=3)=CC=1.[OH-].[Na+].O. Product: [N:24]1[C:17]2[O:16][C:15]3[CH:25]=[CH:26][CH:27]=[CH:28][C:14]=3[NH:13][C:19](=[O:20])[C:18]=2[CH:21]=[CH:22][CH:23]=1. The catalyst class is: 3. (3) Reactant: [Cl:1][C:2]1[CH:3]=[C:4]2[C:9](=[CH:10][CH:11]=1)[CH:8]=[C:7]([S:12]([N:15]1[CH2:20][CH2:19][N:18]([C:21]([CH:23]3[CH2:28][CH2:27][N:26]([C:29]4[CH:34]=[CH:33][N:32]=[CH:31][CH:30]=4)[CH2:25][CH2:24]3)=[O:22])[CH:17]([C:35]([O:37]C)=[O:36])[CH2:16]1)(=[O:14])=[O:13])[CH:6]=[CH:5]2.[OH-].[Na+].Cl. Product: [C:35]([CH:17]1[CH2:16][N:15]([S:12]([C:7]2[CH:6]=[CH:5][C:4]3[C:9](=[CH:10][CH:11]=[C:2]([Cl:1])[CH:3]=3)[CH:8]=2)(=[O:13])=[O:14])[CH2:20][CH2:19][N:18]1[C:21]([CH:23]1[CH2:28][CH2:27][N:26]([C:29]2[CH:30]=[CH:31][N:32]=[CH:33][CH:34]=2)[CH2:25][CH2:24]1)=[O:22])([OH:37])=[O:36]. The catalyst class is: 5. (4) Reactant: [CH3:1][C:2]([CH3:12])([CH2:5][C:6]1[CH:11]=[CH:10][CH:9]=[CH:8][CH:7]=1)[CH:3]=O.[C:13]([NH2:21])(=[O:20])[C:14]1[CH:19]=[CH:18][N:17]=[CH:16][CH:15]=1.[NH:22]1[C:26]2[CH:27]=[CH:28][CH:29]=[CH:30][C:25]=2[N:24]=[N:23]1.C1(C)C=CC(S(O)(=O)=O)=CC=1. Product: [N:22]1([CH:3]([NH:21][C:13](=[O:20])[C:14]2[CH:19]=[CH:18][N:17]=[CH:16][CH:15]=2)[C:2]([CH3:12])([CH3:1])[CH2:5][C:6]2[CH:11]=[CH:10][CH:9]=[CH:8][CH:7]=2)[C:26]2[CH:27]=[CH:28][CH:29]=[CH:30][C:25]=2[N:24]=[N:23]1. The catalyst class is: 11. (5) Reactant: [CH3:1][O:2][C:3]([C:5]1[C:13]2[C:8](=[CH:9][C:10]([Cl:14])=[CH:11][CH:12]=2)[NH:7][CH:6]=1)=[O:4].[H-].[Na+].Cl.Cl[CH2:19][CH2:20][N:21]([CH3:23])[CH3:22]. Product: [CH3:1][O:2][C:3]([C:5]1[C:13]2[C:8](=[CH:9][C:10]([Cl:14])=[CH:11][CH:12]=2)[N:7]([CH2:19][CH2:20][N:21]([CH3:23])[CH3:22])[CH:6]=1)=[O:4]. The catalyst class is: 3. (6) Reactant: [OH:1][C@H:2]([CH3:37])[C@H:3]([NH:6][C:7]([C:9]1[C:17]2[C:12](=[N:13][CH:14]=[C:15]([C:18]3[C:26]4[C:21](=[CH:22][C:23]([F:27])=[CH:24][CH:25]=4)[N:20]([CH3:28])[N:19]=3)[N:16]=2)[N:11](COCC[Si](C)(C)C)[CH:10]=1)=[O:8])[CH2:4][OH:5].C(O)(C(F)(F)F)=O.C(N)CN. Product: [OH:1][C@H:2]([CH3:37])[C@H:3]([NH:6][C:7]([C:9]1[C:17]2[C:12](=[N:13][CH:14]=[C:15]([C:18]3[C:26]4[C:21](=[CH:22][C:23]([F:27])=[CH:24][CH:25]=4)[N:20]([CH3:28])[N:19]=3)[N:16]=2)[NH:11][CH:10]=1)=[O:8])[CH2:4][OH:5]. The catalyst class is: 4. (7) Reactant: [F:1][C:2]([F:39])([C:14]1[C:15]2[CH:36]=[CH:35][N:34](CO)[C:16]=2[N:17]=[C:18]([NH:20][C:21]2[CH:26]=[CH:25][C:24]([N:27]3[CH2:32][CH2:31][N:30]([CH3:33])[CH2:29][CH2:28]3)=[CH:23][CH:22]=2)[N:19]=1)[C:3]1[CH:4]=[C:5]([NH:9][C:10](=[O:13])[CH:11]=[CH2:12])[CH:6]=[CH:7][CH:8]=1.N. Product: [F:39][C:2]([F:1])([C:14]1[C:15]2[CH:36]=[CH:35][NH:34][C:16]=2[N:17]=[C:18]([NH:20][C:21]2[CH:22]=[CH:23][C:24]([N:27]3[CH2:28][CH2:29][N:30]([CH3:33])[CH2:31][CH2:32]3)=[CH:25][CH:26]=2)[N:19]=1)[C:3]1[CH:4]=[C:5]([NH:9][C:10](=[O:13])[CH:11]=[CH2:12])[CH:6]=[CH:7][CH:8]=1. The catalyst class is: 5.